Dataset: Forward reaction prediction with 1.9M reactions from USPTO patents (1976-2016). Task: Predict the product of the given reaction. Given the reactants Br[CH2:2][C:3]1[CH:13]=[CH:12][CH:11]=[C:10]([O:14][CH3:15])[C:4]=1[C:5]([O:7]CC)=O.Cl.[NH2:17][CH2:18][C:19]1[CH:26]=[CH:25][C:22]([C:23]#[N:24])=[CH:21][CH:20]=1.C(N(CC)CC)C, predict the reaction product. The product is: [CH3:15][O:14][C:10]1[CH:11]=[CH:12][CH:13]=[C:3]2[C:4]=1[C:5](=[O:7])[N:24]([CH2:23][C:22]1[CH:25]=[CH:26][C:19]([C:18]#[N:17])=[CH:20][CH:21]=1)[CH2:2]2.